Dataset: Forward reaction prediction with 1.9M reactions from USPTO patents (1976-2016). Task: Predict the product of the given reaction. (1) Given the reactants [C:1]1([C:7]2[CH:12]=[CH:11][C:10]([CH2:13][NH:14][C:15]3[CH:20]=[CH:19][CH:18]=[CH:17][C:16]=3/[CH:21]=[CH:22]/[C:23]([O:25]C)=O)=[CH:9][C:8]=2[C:27]([F:30])([F:29])[F:28])[CH:6]=[CH:5][CH:4]=[CH:3][CH:2]=1.[OH-:31].[Na+].[NH2:33]O.Cl, predict the reaction product. The product is: [OH:31][NH:33][C:23](=[O:25])/[CH:22]=[CH:21]/[C:16]1[CH:17]=[CH:18][CH:19]=[CH:20][C:15]=1[NH:14][CH2:13][C:10]1[CH:11]=[CH:12][C:7]([C:1]2[CH:2]=[CH:3][CH:4]=[CH:5][CH:6]=2)=[C:8]([C:27]([F:28])([F:29])[F:30])[CH:9]=1. (2) Given the reactants [CH3:1][C:2]1[CH:11]=[CH:10][C:9]2[C:4](=[CH:5][CH:6]=[CH:7][C:8]=2[N:12]2[CH2:17][CH2:16][N:15]([CH2:18][CH2:19][C:20]3[CH:21]=[C:22]([CH:24]=[CH:25][CH:26]=3)[NH2:23])[CH2:14][CH2:13]2)[N:3]=1.[C:27](Cl)(=[O:29])[CH3:28], predict the reaction product. The product is: [CH3:1][C:2]1[CH:11]=[CH:10][C:9]2[C:4](=[CH:5][CH:6]=[CH:7][C:8]=2[N:12]2[CH2:13][CH2:14][N:15]([CH2:18][CH2:19][C:20]3[CH:21]=[C:22]([NH:23][C:27](=[O:29])[CH3:28])[CH:24]=[CH:25][CH:26]=3)[CH2:16][CH2:17]2)[N:3]=1.